From a dataset of Full USPTO retrosynthesis dataset with 1.9M reactions from patents (1976-2016). Predict the reactants needed to synthesize the given product. (1) Given the product [F:19][C:15]1[CH:16]=[CH:17][CH:18]=[C:13]([F:12])[C:14]=1[C:20]1[CH:24]=[CH:23][N:22]([C:25](=[C:43]([C:34]2[C:35]([C:39]([F:42])([F:41])[F:40])=[N:36][N:37]([CH3:38])[C:33]=2[Cl:32])[OH:44])[C:26]([O:28][CH2:29][CH:30]=[CH2:31])=[O:27])[N:21]=1, predict the reactants needed to synthesize it. The reactants are: [O-]CCCC.[K+].C1COCC1.[F:12][C:13]1[CH:18]=[CH:17][CH:16]=[C:15]([F:19])[C:14]=1[C:20]1[CH:24]=[CH:23][N:22]([CH2:25][C:26]([O:28][CH2:29][CH:30]=[CH2:31])=[O:27])[N:21]=1.[Cl:32][C:33]1[N:37]([CH3:38])[N:36]=[C:35]([C:39]([F:42])([F:41])[F:40])[C:34]=1[C:43](Cl)=[O:44]. (2) Given the product [Cl:16][C:17]1[CH:18]=[C:19]([NH:24][C:25]2[C:34]3[C:29](=[CH:30][C:31]([O:40][CH3:41])=[C:32]([O:35][CH2:36][CH2:37][CH2:38][N:8]4[CH2:7][C@@H:6]5[O:1][CH2:2][CH2:3][O:4][C@H:5]5[CH2:9]4)[CH:33]=3)[N:28]=[CH:27][N:26]=2)[CH:20]=[CH:21][C:22]=1[F:23], predict the reactants needed to synthesize it. The reactants are: [O:1]1[C@@H:6]2[CH2:7][NH:8][CH2:9][C@H:5]2[O:4][CH2:3][CH2:2]1.C([O-])([O-])=O.[K+].[K+].[Cl:16][C:17]1[CH:18]=[C:19]([NH:24][C:25]2[C:34]3[C:29](=[CH:30][C:31]([O:40][CH3:41])=[C:32]([O:35][CH2:36][CH2:37][CH2:38]Cl)[CH:33]=3)[N:28]=[CH:27][N:26]=2)[CH:20]=[CH:21][C:22]=1[F:23]. (3) Given the product [Cl:1][C:2]1[CH:21]=[C:20]([O:22][CH2:23][CH3:24])[CH:19]=[CH:18][C:3]=1[CH2:4][N:5]1[C:9]2[CH:10]=[C:11]([CH2:15][O:16][C:32]3[CH:31]=[CH:30][CH:29]=[CH:27][C:26]=3[C:25]([O:34][CH3:35])=[O:33])[CH:12]=[C:13]([CH3:14])[C:8]=2[N:7]=[C:6]1[CH3:17], predict the reactants needed to synthesize it. The reactants are: [Cl:1][C:2]1[CH:21]=[C:20]([O:22][CH2:23][CH3:24])[CH:19]=[CH:18][C:3]=1[CH2:4][N:5]1[C:9]2[CH:10]=[C:11]([CH2:15][OH:16])[CH:12]=[C:13]([CH3:14])[C:8]=2[N:7]=[C:6]1[CH3:17].[C:25]([O:34][CH3:35])(=[O:33])[C:26]1[C:27](=[CH:29][CH:30]=[CH:31][CH:32]=1)O. (4) Given the product [CH3:1][C:2]1[C:10]2[C:5](=[CH:6][C:7]([N+:11]([O-:13])=[O:12])=[CH:8][CH:9]=2)[N:4]([C:22]([O:21][C:18]([CH3:20])([CH3:19])[CH3:17])=[O:23])[N:3]=1, predict the reactants needed to synthesize it. The reactants are: [CH3:1][C:2]1[C:10]2[C:5](=[CH:6][C:7]([N+:11]([O-:13])=[O:12])=[CH:8][CH:9]=2)[NH:4][N:3]=1.C(Cl)Cl.[CH3:17][C:18]([O:21][C:22](O[C:22]([O:21][C:18]([CH3:20])([CH3:19])[CH3:17])=[O:23])=[O:23])([CH3:20])[CH3:19]. (5) Given the product [Cl:1][C:2]1[C:11]([CH2:12][NH:16][CH2:14][CH3:15])=[CH:10][C:9]2[C:4](=[CH:5][CH:6]=[CH:7][CH:8]=2)[N:3]=1, predict the reactants needed to synthesize it. The reactants are: [Cl:1][C:2]1[C:11]([CH:12]=O)=[CH:10][C:9]2[C:4](=[CH:5][CH:6]=[CH:7][CH:8]=2)[N:3]=1.[CH2:14]([NH2:16])[CH3:15].C(O)(=O)C.C([BH3-])#N.[Na+].C([O-])(O)=O.[Na+]. (6) Given the product [C:1]([C:3]1[CH:8]=[N:7][C:6]([NH:9][C@@H:10]2[CH2:14][CH2:13][N:12]([C:18]([C:17]3[CH:21]=[C:22]([CH:23]=[CH:24][C:16]=3[F:15])[CH:25]=[O:26])=[O:19])[CH2:11]2)=[N:5][CH:4]=1)#[CH:2], predict the reactants needed to synthesize it. The reactants are: [C:1]([C:3]1[CH:4]=[N:5][C:6]([NH:9][C@@H:10]2[CH2:14][CH2:13][NH:12][CH2:11]2)=[N:7][CH:8]=1)#[CH:2].[F:15][C:16]1[CH:24]=[CH:23][C:22]([CH:25]=[O:26])=[CH:21][C:17]=1[C:18](O)=[O:19].F[P-](F)(F)(F)(F)F.N1(OC(N(C)C)=[N+](C)C)C2C=CC=CC=2N=N1.C(N(CC)C(C)C)(C)C.